Task: Predict the reactants needed to synthesize the given product.. Dataset: Full USPTO retrosynthesis dataset with 1.9M reactions from patents (1976-2016) (1) Given the product [CH3:1][O:2][C:3]1[CH:8]=[CH:7][CH:6]=[CH:5][C:4]=1[C:9]1[C:14]([NH2:15])=[CH:13][CH:12]=[CH:11][N:10]=1, predict the reactants needed to synthesize it. The reactants are: [CH3:1][O:2][C:3]1[CH:8]=[CH:7][CH:6]=[CH:5][C:4]=1[C:9]1[C:14]([N+:15]([O-])=O)=[CH:13][CH:12]=[CH:11][N:10]=1.O.O.[Sn](Cl)Cl. (2) Given the product [F:17][C:18]([F:31])([F:30])[S:19]([O:15][C:11]1[CH:10]=[C:9]2[C:14]([C:5]3[CH:4]=[CH:3][C:2]([Cl:1])=[CH:16][C:6]=3[CH2:7][O:8]2)=[CH:13][CH:12]=1)(=[O:21])=[O:20], predict the reactants needed to synthesize it. The reactants are: [Cl:1][C:2]1[CH:3]=[CH:4][C:5]2[C:14]3[C:9](=[CH:10][C:11]([OH:15])=[CH:12][CH:13]=3)[O:8][CH2:7][C:6]=2[CH:16]=1.[F:17][C:18]([F:31])([F:30])[S:19](O[S:19]([C:18]([F:31])([F:30])[F:17])(=[O:21])=[O:20])(=[O:21])=[O:20].Cl. (3) Given the product [Cl:24][C:25]1[CH:26]=[C:27]([NH:32][C:33]([NH:2][CH2:3][C:4]2[CH:5]=[C:6]3[C:10](=[CH:11][CH:12]=2)[C:9](=[O:13])[N:8]([C:14]2([CH3:22])[CH2:19][CH2:18][C:17](=[O:20])[NH:16][C:15]2=[O:21])[C:7]3=[O:23])=[O:34])[CH:28]=[CH:29][C:30]=1[CH3:31], predict the reactants needed to synthesize it. The reactants are: Cl.[NH2:2][CH2:3][C:4]1[CH:5]=[C:6]2[C:10](=[CH:11][CH:12]=1)[C:9](=[O:13])[N:8]([C:14]1([CH3:22])[CH2:19][CH2:18][C:17](=[O:20])[NH:16][C:15]1=[O:21])[C:7]2=[O:23].[Cl:24][C:25]1[CH:26]=[C:27]([N:32]=[C:33]=[O:34])[CH:28]=[CH:29][C:30]=1[CH3:31].C(N(CC)CC)C.Cl.